From a dataset of Forward reaction prediction with 1.9M reactions from USPTO patents (1976-2016). Predict the product of the given reaction. (1) Given the reactants [C:1]([C:4]1[C:22](=[O:23])[C@@:8]2([CH3:24])[C:9]3[C:15]([OH:16])=[CH:14][C:13]([O:17][CH3:18])=[C:12]([C:19]([NH2:21])=[O:20])[C:10]=3[O:11][C:7]2=[CH:6][C:5]=1[OH:25])(=[O:3])[CH3:2].[CH2:26]([O:31][C:32]1[C:41]2[C:36](=[CH:37][CH:38]=[CH:39][CH:40]=2)[C:35]([CH:42]=O)=[CH:34][CH:33]=1)[C:27]#[C:28][CH2:29][CH3:30].C([SiH](CC)CC)C.FC(F)(F)C(O)=O, predict the reaction product. The product is: [C:1]([C:4]1[C:22](=[O:23])[C@@:8]2([CH3:24])[C:9]3[C:15]([OH:16])=[CH:14][C:13]([O:17][CH3:18])=[C:12]([C:19]([NH:21][CH2:42][C:35]4[C:36]5[C:41](=[CH:40][CH:39]=[CH:38][CH:37]=5)[C:32]([O:31][CH2:26][C:27]#[C:28][CH2:29][CH3:30])=[CH:33][CH:34]=4)=[O:20])[C:10]=3[O:11][C:7]2=[CH:6][C:5]=1[OH:25])(=[O:3])[CH3:2]. (2) The product is: [F:27][C:3]([F:2])([F:26])[C:4]1[CH:25]=[CH:24][CH:23]=[CH:22][C:5]=1[CH:6]([O:17][CH:18]1[CH2:21][N:20]([C:36]([NH:35][CH:32]([CH3:34])[CH3:33])=[O:37])[CH2:19]1)[C:7]1[CH:12]=[CH:11][C:10]([O:13][CH:14]([F:15])[F:16])=[CH:9][CH:8]=1. Given the reactants Cl.[F:2][C:3]([F:27])([F:26])[C:4]1[CH:25]=[CH:24][CH:23]=[CH:22][C:5]=1[CH:6]([O:17][CH:18]1[CH2:21][NH:20][CH2:19]1)[C:7]1[CH:12]=[CH:11][C:10]([O:13][CH:14]([F:16])[F:15])=[CH:9][CH:8]=1.C(=O)([O-])[O-].[CH:32]([N:35]=[C:36]=[O:37])([CH3:34])[CH3:33], predict the reaction product. (3) Given the reactants C[O:2][C:3]([C:5]1[C:6]([C:15]2[CH:20]=[CH:19][CH:18]=[CH:17][CH:16]=2)=[N:7][N:8]2[CH:13]=[C:12]([I:14])[CH:11]=[CH:10][C:9]=12)=[O:4].CO.O1CCCC1.Cl, predict the reaction product. The product is: [I:14][C:12]1[CH:11]=[CH:10][C:9]2[N:8]([N:7]=[C:6]([C:15]3[CH:16]=[CH:17][CH:18]=[CH:19][CH:20]=3)[C:5]=2[C:3]([OH:4])=[O:2])[CH:13]=1. (4) Given the reactants [H-].[Al+3].[Li+].[H-].[H-].[H-].C1COCC1.[NH2:12][C:13]1([C:33](O)=[O:34])[CH2:17][C:16]([CH3:32])([C:18]2[CH:23]=[CH:22][C:21]([CH2:24][CH2:25][CH2:26][CH2:27][CH2:28][CH2:29][CH2:30][CH3:31])=[CH:20][CH:19]=2)[O:15][CH2:14]1, predict the reaction product. The product is: [NH2:12][C:13]1([CH2:33][OH:34])[CH2:17][C:16]([CH3:32])([C:18]2[CH:23]=[CH:22][C:21]([CH2:24][CH2:25][CH2:26][CH2:27][CH2:28][CH2:29][CH2:30][CH3:31])=[CH:20][CH:19]=2)[O:15][CH2:14]1. (5) Given the reactants Cl.Cl.[NH2:3][CH2:4][C:5]1[NH:13][C:12]2[C:11]([NH:14][C:15]3[CH:20]=[CH:19][C:18]([O:21][CH2:22][C:23]4[CH:28]=[CH:27][CH:26]=[C:25]([F:29])[CH:24]=4)=[C:17]([Cl:30])[CH:16]=3)=[N:10][CH:9]=[N:8][C:7]=2[CH:6]=1.Cl.[CH3:32][N:33]([CH3:40])[CH2:34]/[CH:35]=[CH:36]/[C:37](O)=[O:38].Cl.C(N=C=NCCCN(C)C)C.O.ON1C2C=CC=CC=2N=N1, predict the reaction product. The product is: [Cl:30][C:17]1[CH:16]=[C:15]([NH:14][C:11]2[C:12]3[NH:13][C:5]([CH2:4][NH:3][C:37](=[O:38])/[CH:36]=[CH:35]/[CH2:34][N:33]([CH3:40])[CH3:32])=[CH:6][C:7]=3[N:8]=[CH:9][N:10]=2)[CH:20]=[CH:19][C:18]=1[O:21][CH2:22][C:23]1[CH:28]=[CH:27][CH:26]=[C:25]([F:29])[CH:24]=1. (6) Given the reactants [F:1][C:2]1[CH:7]=[CH:6][C:5]([S:8]([C:11]2[C:12]([CH3:20])=[CH:13][N:14]3[C:19]=2[CH:18]=[CH:17][CH:16]=[CH:15]3)(=[O:10])=[O:9])=[CH:4][CH:3]=1.[CH3:21][O:22][C:23](=[O:27])[C:24](Cl)=[O:25], predict the reaction product. The product is: [CH3:21][O:22][C:23](=[O:27])[C:24]([C:13]1[N:14]2[C:19]([CH:18]=[CH:17][CH:16]=[CH:15]2)=[C:11]([S:8]([C:5]2[CH:4]=[CH:3][C:2]([F:1])=[CH:7][CH:6]=2)(=[O:10])=[O:9])[C:12]=1[CH3:20])=[O:25]. (7) Given the reactants [CH2:1]([O:3][CH2:4][CH2:5][O:6][CH2:7][CH2:8]O)[CH3:2].[ClH:10].[NH2:11][CH2:12][C:13](=[O:19])[CH2:14][CH2:15][C:16]([OH:18])=[O:17], predict the reaction product. The product is: [ClH:10].[NH2:11][CH2:12][C:13](=[O:19])[CH2:14][CH2:15][C:16]([O:18][CH2:2][CH2:1][O:3][CH2:4][CH2:5][O:6][CH2:7][CH3:8])=[O:17].